Dataset: Reaction yield outcomes from USPTO patents with 853,638 reactions. Task: Predict the reaction yield, written as a fraction of the theoretical maximum amount of product (1.0 means a 100% yield; for example, 0.34 means a 34% yield). (1) The reactants are O=[C:2]([C:9]1[CH:14]=[CH:13][N:12]=[CH:11][N:10]=1)[CH2:3][C:4]([O:6]CC)=O.[CH3:15][NH:16][C:17]([NH2:19])=[S:18].N12CCCN=C1CCCCC2. The catalyst is C(O)C. The yield is 0.830. The product is [SH:18][C:17]1[N:16]([CH3:15])[C:4](=[O:6])[CH:3]=[C:2]([C:9]2[CH:14]=[CH:13][N:12]=[CH:11][N:10]=2)[N:19]=1. (2) The reactants are [C:1](/[CH:3]=[CH:4]/[S:5]([C:8]1[CH:13]=[CH:12][C:11]([C:14]2([C:20]([OH:22])=O)[CH2:19][CH2:18][O:17][CH2:16][CH2:15]2)=[CH:10][CH:9]=1)(=[O:7])=[O:6])#[N:2].[Cl:23][C:24]1[CH:31]=[CH:30][C:27]([CH2:28][NH2:29])=[CH:26][CH:25]=1.ON1C2C=CC=CC=2N=N1.Cl.CN(C)CCCN=C=NCC.C(#N)C. No catalyst specified. The product is [Cl:23][C:24]1[CH:31]=[CH:30][C:27]([CH2:28][NH:29][C:20]([C:14]2([C:11]3[CH:12]=[CH:13][C:8]([S:5](/[CH:4]=[CH:3]/[C:1]#[N:2])(=[O:7])=[O:6])=[CH:9][CH:10]=3)[CH2:19][CH2:18][O:17][CH2:16][CH2:15]2)=[O:22])=[CH:26][CH:25]=1. The yield is 0.320.